From a dataset of Human Reference Interactome with 51,813 positive PPI pairs across 8,248 proteins, plus equal number of experimentally-validated negative pairs. Binary Classification. Given two protein amino acid sequences, predict whether they physically interact or not. (1) Protein 1 (ENSG00000125868) has sequence MASGVQVADEVCRIFYDMKVRKCSTPEEIKKRKKAVIFCLSADKKCIIVEEGKEILVGDVGVTITDPFKHFVGMLPEKDCRYALYDASFETKESRKEELMFFLWAPELAPLKSKMIYASSKDAIKKKFQGIKHECQANGPEDLNRACIAEKLGGSLIVAFEGCPV*MASGVQVADEVCRIFYDMKVRKCSTPEEIKKRKKAVIFCLSADKKCIIVEEGKEILVGDVGVTITDPFKHFVGMLPEKDCRYALYDASFETKESRKEELMFFLWAPELAPLKSKMIYASSKDAIKKKFQGKCTH.... Protein 2 (ENSG00000185261) has sequence MDWDDEYSHNSFDLHCLLNSFPGDLEFEQIFSDIDEKIEQNAASIKHCIKEIQSEINKQCPGVQLQTTTDCFEWLTNYNYSTSESSFISHGDLIKFFKTLQDLLKNEQNQEEMTLDLLWDLSCHSSVSFPSTLSGTSFHFLSRTSLHSVEDNSSMDVKSMWDDIRLHLRRFLVSKLQSHNEINNSQQKILLKKQCLQQLLFLYPESEVIIKYQNIQNKLLANLLWNCFPSYNRDSNLDVIAHGYQSTMLKLYSVIKEDFNTLCEILAPSSMVKFIKETYLDTVTEEMAKFLENFCELQFR.... Result: 0 (the proteins do not interact). (2) Protein 1 (ENSG00000164056) has sequence MDPQNQHGSGSSLVVIQQPSLDSRQRLDYEREIQPTAILSLDQIKAIRGSNEYTEGPSVVKRPAPRTAPRQEKHERTHEIIPINVNNNYEHRHTSHLGHAVLPSNARGPILSRSTSTGSAASSGSNSSASSEQGLLGRSPPTRPVPGHRSERAIRTQPKQLIVDDLKGSLKEDLTQHKFICEQCGKCKCGECTAPRTLPSCLACNRQCLCSAESMVEYGTCMCLVKGIFYHCSNDDEGDSYSDNPCSCSQSHCCSRYLCMGAMSLFLPCLLCYPPAKGCLKLCRRCYDWIHRPGCRCKNS.... Protein 2 (ENSG00000151849) has sequence XFKAENASLAKLRIERESALEKLRKEIADFEQQKAKELARIEEFKKEEMRKLQKERKVFEKYTTAARTFPDKKEREEIQTLKQQIADLREDLKRKETKWSSTHSRLRSQIQMLVRENTDLREEIKVMERFRLDAWKRAEAIESSLEVEKKDKLANTSVRFQNSQISSGTQVEKYKKNYLPMQGKRLHDLFIKHFRM*MFLMPTSSELNSGQNFLTQWMTNPSRAGVILNRGFPILEADKEKRAAVDISTSFPIKGTHFSDSFSFINEEDSLLEEQKLESNNPYKPQSDKSETHTAFPCIK.... Result: 0 (the proteins do not interact). (3) Protein 1 (ENSG00000276070) has sequence MKLCVTVLSLLVLVAAFCSLALSAPMGSDPPTACCFSYTARKLPRNFVVDYYETSSLCSQPAVVAAPHGPWSGRGRCLPQARDKAR*MKLCVTVLSLLVLVAAFCSLALSAPKASKSALTPVSPGSRSTCMTWN*MKLCVTVLSLLVLVAAFCSLALSAPMGSDPPTACCFSYTARKLPRNFVVDYYETSSLCSQPAVVEWKLQGVCFQCCSGKDPIHQSCPTWTMVRQRKMPTTGKG*MKLCVTVLSLLVLVAAFCSLALSAPMGSDPPTACCFSYTARKLPRNFVVDYYETSSLCSQP.... Protein 2 (ENSG00000143322) has sequence MGQQVGRVGEAPGLQQPQPRGIRGSSAARPSGRRRDPAGRTTETGFNIFTQHEALHRPYGCDVEPQALNEAIRWSSKENLLGATESDPNLFVALYDFVASGDNTLSITKGEKLRVLGYNQNGEWSEVRSKNGQGWVPSNYITPVNSLEKHSWYHGPVSRSAAEYLLSSLINGSFLVRESESSPGQLSISLRYEGRVYHYRINTTADGKVYVTAESRFSTLAELVHHHSTVADGLVTTLHYPAPKCNKPTVYGVSPIHDKWEMERTDITMKHKLGGGQYGEVYVGVWKKYSLTVAVKTLKE.... Result: 0 (the proteins do not interact). (4) Protein 1 (ENSG00000167081) has sequence MDDQSRMLQTLAGVNLAGHSVQGGMALPPPPHGHEGADGDGRKQDIGDILHQIMTITDQSLDEAQAKKHALNCHRMKPALFSVLCEIKEKTGLSIRGAQEEDPPDPQLMRLDNMLLAEGVSGPEKGGGSAAAAAAAAASGGSSDNSIEHSDYRAKLTQIRQIYHTELEKYEQACNEFTTHVMNLLREQSRTRPISPKEIERMVGIIHRKFSSIQMQLKQSTCEAVMILRSRFLDARRKRRNFSKQATEILNEYFYSHLSNPYPSEEAKEELAKKCSITVSQSLVKDPKERGSKGSDIQPT.... Protein 2 (ENSG00000132128) has sequence MAAPEAWRARSCWFCEVAAATTMEATSREAAPAKSSASGPNAPPALFELCGRAVSAHMGVLESGVWALPGPILQSILPLLNIYYLERIEETALKKGLSTQAIWRRLWDELMKTRPSSLESVTCWRAKFMEAFFSHVLRGTIDVSSDRRLCDQRFSPLLHSSRHVRQLTICNMLQGATELVAEPNRRVLETLASSLHTLKFRHLLFSDVAAQQSLRQLLHQLIHHGAVSQVSLYSWPVPESALFILILTMSAGFWQPGPGGPPCRLCGEASRGRAPSRDEGSLLLGSRRPRRDAAERCAAA.... Result: 0 (the proteins do not interact).